From a dataset of Reaction yield outcomes from USPTO patents with 853,638 reactions. Predict the reaction yield, written as a fraction of the theoretical maximum amount of product (1.0 means a 100% yield; for example, 0.34 means a 34% yield). (1) The reactants are C(OC([NH:8][C@H:9]([C:11]([NH:13][C@H:14]([C:18]([NH2:20])=[O:19])[CH:15]([CH3:17])[CH3:16])=[O:12])[CH3:10])=O)(C)(C)C.C(O)(C(F)(F)F)=O. The catalyst is ClCCl. The product is [NH2:8][C@H:9]([C:11]([NH:13][C@H:14]([C:18]([NH2:20])=[O:19])[CH:15]([CH3:16])[CH3:17])=[O:12])[CH3:10]. The yield is 0.230. (2) The reactants are [C:1]([O:5][C:6]([NH:8][C:9]1([C:54]([O:56]CC)=[O:55])[CH2:11][CH:10]1/[CH:12]=[CH:13]/[C:14]1[C:15]([CH3:53])([CH3:52])[C@H:16]2[C@:29]([CH3:32])([CH2:30][CH:31]=1)[C@@H:28]1[C@:19]([CH3:51])([C@@:20]3([CH3:50])[C@H:25]([CH2:26][CH2:27]1)[C@H:24]1[C@H:33]([C:36]([CH3:38])=[CH2:37])[CH2:34][CH2:35][C@:23]1([NH:39][CH2:40][CH2:41][N:42]1[CH2:47][CH2:46][S:45](=[O:49])(=[O:48])[CH2:44][CH2:43]1)[CH2:22][CH2:21]3)[CH2:18][CH2:17]2)=[O:7])([CH3:4])([CH3:3])[CH3:2].[OH-].[Na+]. The catalyst is O1CCOCC1.CO. The product is [C:1]([O:5][C:6]([NH:8][C:9]1([C:54]([OH:56])=[O:55])[CH2:11][CH:10]1/[CH:12]=[CH:13]/[C:14]1[C:15]([CH3:53])([CH3:52])[C@H:16]2[C@:29]([CH3:32])([CH2:30][CH:31]=1)[C@@H:28]1[C@:19]([CH3:51])([C@@:20]3([CH3:50])[C@H:25]([CH2:26][CH2:27]1)[C@H:24]1[C@H:33]([C:36]([CH3:38])=[CH2:37])[CH2:34][CH2:35][C@:23]1([NH:39][CH2:40][CH2:41][N:42]1[CH2:47][CH2:46][S:45](=[O:49])(=[O:48])[CH2:44][CH2:43]1)[CH2:22][CH2:21]3)[CH2:18][CH2:17]2)=[O:7])([CH3:2])([CH3:3])[CH3:4]. The yield is 0.0863. (3) The reactants are [Cl:1][C:2]1[C:10]([N+:11]([O-:13])=[O:12])=[CH:9][C:5]([C:6]([OH:8])=O)=[C:4]([F:14])[CH:3]=1.[C:15](Cl)(=O)C(Cl)=O.C[Mg+].[Br-]. The catalyst is C(Cl)Cl.CN(C=O)C.C1COCC1.[Zn+2].[Br-].[Br-].C1C=CC([P]([Pd]([P](C2C=CC=CC=2)(C2C=CC=CC=2)C2C=CC=CC=2)([P](C2C=CC=CC=2)(C2C=CC=CC=2)C2C=CC=CC=2)[P](C2C=CC=CC=2)(C2C=CC=CC=2)C2C=CC=CC=2)(C2C=CC=CC=2)C2C=CC=CC=2)=CC=1. The product is [Cl:1][C:2]1[C:10]([N+:11]([O-:13])=[O:12])=[CH:9][C:5]([C:6](=[O:8])[CH3:15])=[C:4]([F:14])[CH:3]=1. The yield is 0.740. (4) The reactants are Br[C:2]1[CH:7]=[CH:6][C:5]([CH2:8][N:9]2[CH2:14][CH2:13][N:12]([C:15]([O:17][C:18]([CH3:21])([CH3:20])[CH3:19])=[O:16])[CH2:11][CH2:10]2)=[C:4]([CH3:22])[CH:3]=1.[CH3:23][C:24]1[CH:25]=[C:26](B(O)O)[CH:27]=[CH:28][CH:29]=1.C(=O)([O-])[O-].[K+].[K+].O1CCOCC1. The catalyst is O.C1C=CC([P]([Pd]([P](C2C=CC=CC=2)(C2C=CC=CC=2)C2C=CC=CC=2)([P](C2C=CC=CC=2)(C2C=CC=CC=2)C2C=CC=CC=2)[P](C2C=CC=CC=2)(C2C=CC=CC=2)C2C=CC=CC=2)(C2C=CC=CC=2)C2C=CC=CC=2)=CC=1. The product is [CH3:22][C:4]1[CH:3]=[C:2]([C:28]2[CH:27]=[CH:26][CH:25]=[C:24]([CH3:23])[CH:29]=2)[CH:7]=[CH:6][C:5]=1[CH2:8][N:9]1[CH2:14][CH2:13][N:12]([C:15]([O:17][C:18]([CH3:21])([CH3:20])[CH3:19])=[O:16])[CH2:11][CH2:10]1. The yield is 0.950. (5) The reactants are BrC1C=CC=CC=1[C:8]1[C:21]2[C:22]3=[C:23]4[C:18](=[CH:19][CH:20]=2)[CH:17]=[CH:16][CH:15]=[C:14]4[CH:13]=[CH:12][C:11]3=[CH:10][CH:9]=1.[CH2:24]([Li])[CH2:25][CH2:26][CH3:27].[CH:29]1[C:42]2[C:41](=[O:43])[C:40]3[C:35](=[CH:36][CH:37]=[CH:38][CH:39]=3)[C:34](=[O:44])[C:33]=2[CH:32]=[CH:31][CH:30]=1.[Cl-].[NH4+].[CH3:47][CH2:48][CH2:49][CH2:50][CH2:51][CH3:52]. The catalyst is C1COCC1.C1(C)C=CC=CC=1. The product is [C:24]1([C:8]2[CH:21]=[CH:22][C:11]([C:41]3([OH:43])[C:40]4[CH:39]=[CH:38][CH:37]=[CH:36][C:35]=4[C:34]([C:14]4[CH:23]=[CH:18][C:17]([C:8]5[C:21]6[C:22]7=[C:23]8[C:18](=[CH:19][CH:20]=6)[CH:17]=[CH:16][CH:15]=[C:14]8[CH:13]=[CH:12][C:11]7=[CH:10][CH:9]=5)=[CH:16][CH:15]=4)([OH:44])[C:33]4[C:42]3=[CH:29][CH:30]=[CH:31][CH:32]=4)=[CH:10][CH:9]=2)[C:52]2[C:47]3=[C:48]4[C:49](=[CH:50][CH:51]=2)[CH:52]=[CH:51][CH:50]=[C:49]4[CH:48]=[CH:47][C:27]3=[CH:26][CH:25]=1. The yield is 0.880. (6) The reactants are COC[O:4][C:5]1[C:10]([CH:11]([CH3:13])[CH3:12])=[CH:9][C:8]([C:14]2[N:18]([C:19]3[CH:24]=[CH:23][C:22]([N:25]4[CH2:30][CH2:29][O:28][CH2:27][CH2:26]4)=[CH:21][CH:20]=3)[C:17]([OH:31])=[N:16][N:15]=2)=[C:7]([O:32]COC)[CH:6]=1.Cl. The catalyst is C(O)C. The product is [OH:31][C:17]1[N:18]([C:19]2[CH:20]=[CH:21][C:22]([N:25]3[CH2:30][CH2:29][O:28][CH2:27][CH2:26]3)=[CH:23][CH:24]=2)[C:14]([C:8]2[CH:9]=[C:10]([CH:11]([CH3:13])[CH3:12])[C:5]([OH:4])=[CH:6][C:7]=2[OH:32])=[N:15][N:16]=1. The yield is 0.220. (7) The reactants are FC(F)(F)C(O)=O.[NH2:8][CH:9]1[CH2:14][CH2:13][N:12]([CH2:15][CH2:16][N:17]2[C:26]3[C:21](=[CH:22][CH:23]=[C:24]([F:27])[CH:25]=3)[C:20](=[O:28])[N:19]([CH3:29])[C:18]2=[O:30])[CH2:11][CH2:10]1.C(N(CC)C(C)C)(C)C.[O:40]=[C:41]1[CH2:46][O:45][C:44]2[CH:47]=[CH:48][C:49]([CH:51]=O)=[N:50][C:43]=2[NH:42]1.C(O[BH-](OC(=O)C)OC(=O)C)(=O)C.[Na+]. The catalyst is ClCCl.O. The product is [F:27][C:24]1[CH:25]=[C:26]2[C:21]([C:20](=[O:28])[N:19]([CH3:29])[C:18](=[O:30])[N:17]2[CH2:16][CH2:15][N:12]2[CH2:11][CH2:10][CH:9]([NH:8][CH2:51][C:49]3[CH:48]=[CH:47][C:44]4[O:45][CH2:46][C:41](=[O:40])[NH:42][C:43]=4[N:50]=3)[CH2:14][CH2:13]2)=[CH:22][CH:23]=1. The yield is 0.210. (8) The reactants are [CH2:1]([O:8][C:9]1[CH:23]=[C:22]([CH2:24][CH3:25])[CH:21]=[CH:20][C:10]=1[O:11][C:12]1[CH:18]=[CH:17][C:15]([NH2:16])=[CH:14][C:13]=1[F:19])[C:2]1[CH:7]=[CH:6][CH:5]=[CH:4][CH:3]=1.BrCCCC1C=CC=[C:32]2[C:33]([NH:35]C(=O)[C:31]=12)=O.O.NN. The catalyst is C(O)C.C(OC(=O)C)C. The product is [CH2:1]([O:8][C:9]1[CH:23]=[C:22]([CH2:24][CH3:25])[CH:21]=[CH:20][C:10]=1[O:11][C:12]1[CH:18]=[CH:17][C:15]([NH:16][CH2:31][CH2:32][CH2:33][NH2:35])=[CH:14][C:13]=1[F:19])[C:2]1[CH:3]=[CH:4][CH:5]=[CH:6][CH:7]=1. The yield is 0.188. (9) The reactants are [C:1]([O-:4])(=[O:3])[CH3:2].[NH4+:5].[N:6]1[CH:11]=[CH:10][CH:9]=[C:8]([CH:12]=O)[CH:7]=1.C(O)(=O)CC(O)=O.CO. The catalyst is C(O)C. The product is [CH:10]1[CH:11]=[N:6][CH:7]=[C:8]([CH:12]([NH2:5])[CH2:2][C:1]([OH:4])=[O:3])[CH:9]=1. The yield is 0.493. (10) The reactants are O[CH2:2][C@H:3]([CH3:16])[CH2:4][N:5]1[C:10]2[CH:11]=[CH:12][CH:13]=[CH:14][C:9]=2[O:8][CH2:7][C:6]1=[O:15].C1(P(C2C=CC=CC=2)C2C=CC=CC=2)C=CC=CC=1.N1C=CN=C1.[I:41]I. The catalyst is C(Cl)Cl. The product is [I:41][CH2:2][C@H:3]([CH3:16])[CH2:4][N:5]1[C:10]2[CH:11]=[CH:12][CH:13]=[CH:14][C:9]=2[O:8][CH2:7][C:6]1=[O:15]. The yield is 0.870.